Dataset: Forward reaction prediction with 1.9M reactions from USPTO patents (1976-2016). Task: Predict the product of the given reaction. (1) The product is: [N:10]1[CH:9]=[CH:8][C:7]([C:5]2[S:4][C:3]3[C:13](=[O:14])[NH:15][C:19]4([CH2:20][CH2:21][O:16][CH2:17][CH2:18]4)[NH:1][C:2]=3[CH:6]=2)=[CH:12][CH:11]=1. Given the reactants [NH2:1][C:2]1[CH:6]=[C:5]([C:7]2[CH:12]=[CH:11][N:10]=[CH:9][CH:8]=2)[S:4][C:3]=1[C:13]([NH2:15])=[O:14].[O:16]1[CH2:21][CH2:20][C:19](=O)[CH2:18][CH2:17]1.O.C1(C)C=CC(S(O)(=O)=O)=CC=1.C(=O)([O-])O.[Na+], predict the reaction product. (2) The product is: [Br:1][CH:2]1[CH2:11][CH2:10][C:9]2[C:4](=[CH:5][C:6]([O:13][CH3:14])=[CH:7][C:8]=2[CH3:12])[CH:3]1[OH:15]. Given the reactants [Br:1][CH:2]1[CH2:11][CH2:10][C:9]2[C:4](=[CH:5][C:6]([O:13][CH3:14])=[CH:7][C:8]=2[CH3:12])[C:3]1=[O:15].[BH4-].[Na+], predict the reaction product. (3) Given the reactants [Cl:1][C:2]1[CH:3]=[C:4]([CH:18]=[C:19]([CH:21]=O)[CH:20]=1)[CH2:5][O:6][C:7]1[CH:12]=[CH:11][CH:10]=[CH:9][C:8]=1[CH2:13][C:14]([O:16][CH3:17])=[O:15].[CH3:23][C:24]([S:27]([NH2:29])=[O:28])([CH3:26])[CH3:25], predict the reaction product. The product is: [C:24]([S:27](/[N:29]=[CH:21]/[C:19]1[CH:18]=[C:4]([CH:3]=[C:2]([Cl:1])[CH:20]=1)[CH2:5][O:6][C:7]1[CH:12]=[CH:11][CH:10]=[CH:9][C:8]=1[CH2:13][C:14]([O:16][CH3:17])=[O:15])=[O:28])([CH3:26])([CH3:25])[CH3:23]. (4) Given the reactants [NH2:1][CH:2]([CH3:6])[CH2:3][CH2:4][OH:5].C(N(CC)CC)C.[C:14](O[C:14]([O:16][C:17]([CH3:20])([CH3:19])[CH3:18])=[O:15])([O:16][C:17]([CH3:20])([CH3:19])[CH3:18])=[O:15], predict the reaction product. The product is: [OH:5][CH2:4][CH2:3][CH:2]([NH:1][C:14](=[O:15])[O:16][C:17]([CH3:20])([CH3:19])[CH3:18])[CH3:6]. (5) Given the reactants [NH2:1][C@@H:2]([C:6]12[CH2:10][C:8]([C:11]([F:14])([F:13])[F:12])([CH2:9]1)[CH2:7]2)[C:3]([OH:5])=[O:4].CCN(C(C)C)C(C)C.C[Si](Cl)(C)C.[C:29]([O:33][C:34]([N:36]1[C@H:41]([C:42](O)=[O:43])[CH2:40][C@@H:39]2[C@H:37]1[CH2:38]2)=[O:35])([CH3:32])([CH3:31])[CH3:30].CN(C(ON1N=NC2C=CC=CC1=2)=[N+](C)C)C.F[P-](F)(F)(F)(F)F.Cl, predict the reaction product. The product is: [C:29]([O:33][C:34]([N:36]1[C@H:41]([C:42](=[O:43])[NH:1][C@H:2]([C:3]([OH:5])=[O:4])[C:6]23[CH2:7][C:8]([C:11]([F:12])([F:13])[F:14])([CH2:10]2)[CH2:9]3)[CH2:40][C@@H:39]2[C@H:37]1[CH2:38]2)=[O:35])([CH3:32])([CH3:31])[CH3:30].